The task is: Predict the product of the given reaction.. This data is from Forward reaction prediction with 1.9M reactions from USPTO patents (1976-2016). (1) Given the reactants C([O:3][C:4]1[CH:9]=[C:8]([Br:10])[CH:7]=[CH:6][C:5]=1[O:11][CH2:12][C@@H:13]1[CH2:15][O:14]1)=O, predict the reaction product. The product is: [Br:10][C:8]1[CH:7]=[CH:6][C:5]2[O:11][CH2:12][C@H:13]([CH2:15][OH:14])[O:3][C:4]=2[CH:9]=1. (2) Given the reactants [F:1][C:2]([F:15])([F:14])[C:3]1[CH:4]=[C:5]([CH2:9][CH2:10][C:11]([OH:13])=O)[CH:6]=[CH:7][CH:8]=1.[NH:16]([C:18]([C:20]1[CH:25]=[CH:24][N:23]=[C:22]([NH:26][C:27](=[O:33])[O:28][C:29]([CH3:32])([CH3:31])[CH3:30])[CH:21]=1)=[O:19])[NH2:17], predict the reaction product. The product is: [F:14][C:2]([F:1])([F:15])[C:3]1[CH:4]=[C:5]([CH2:9][CH2:10][C:11]([NH:17][NH:16][C:18]([C:20]2[CH:25]=[CH:24][N:23]=[C:22]([NH:26][C:27](=[O:33])[O:28][C:29]([CH3:31])([CH3:30])[CH3:32])[CH:21]=2)=[O:19])=[O:13])[CH:6]=[CH:7][CH:8]=1. (3) Given the reactants C([O:5][C:6](=[O:46])[CH2:7][O:8][C:9]1[CH:14]=[CH:13][C:12]([S:15][C:16]2[CH:21]=[CH:20][C:19]([CH2:22][N:23]3[CH2:28][CH2:27][CH:26]([N:29]4[CH:33]([CH2:34][CH2:35][CH2:36][CH3:37])[CH2:32][N:31]([CH:38]5[CH2:43][CH2:42][O:41][CH2:40][CH2:39]5)[C:30]4=[O:44])[CH2:25][CH2:24]3)=[C:18]([CH3:45])[N:17]=2)=[CH:11][CH:10]=1)(C)(C)C.C(O)(C(F)(F)F)=O, predict the reaction product. The product is: [CH2:34]([CH:33]1[N:29]([CH:26]2[CH2:27][CH2:28][N:23]([CH2:22][C:19]3[CH:20]=[CH:21][C:16]([S:15][C:12]4[CH:11]=[CH:10][C:9]([O:8][CH2:7][C:6]([OH:46])=[O:5])=[CH:14][CH:13]=4)=[N:17][C:18]=3[CH3:45])[CH2:24][CH2:25]2)[C:30](=[O:44])[N:31]([CH:38]2[CH2:43][CH2:42][O:41][CH2:40][CH2:39]2)[CH2:32]1)[CH2:35][CH2:36][CH3:37]. (4) Given the reactants [CH3:1][O:2][CH2:3][CH2:4][O:5][C:6]1[CH:7]=[C:8]2[C:12](=[C:13]([NH:15][S:16]([C:19]3[CH:24]=[CH:23][CH:22]=[CH:21][N:20]=3)(=[O:18])=[O:17])[CH:14]=1)[NH:11][C:10]([C:25]([O:27][CH2:28][CH3:29])=[O:26])=[CH:9]2.[F:30][CH:31]([F:34])[CH2:32]O.C(P(CCCC)CCCC)CCC.N(C(N1CCCCC1)=O)=NC(N1CCCCC1)=O, predict the reaction product. The product is: [F:30][CH:31]([F:34])[CH2:32][N:15]([S:16]([C:19]1[CH:24]=[CH:23][CH:22]=[CH:21][N:20]=1)(=[O:17])=[O:18])[C:13]1[CH:14]=[C:6]([O:5][CH2:4][CH2:3][O:2][CH3:1])[CH:7]=[C:8]2[C:12]=1[NH:11][C:10]([C:25]([O:27][CH2:28][CH3:29])=[O:26])=[CH:9]2. (5) Given the reactants [F:1][C:2]([F:11])([F:10])[C:3]1[S:7][C:6]([C:8]#[N:9])=[N:5][CH:4]=1.C[O-].[Na+].[Cl-:15].[NH4+:16], predict the reaction product. The product is: [ClH:15].[F:11][C:2]([F:1])([F:10])[C:3]1[S:7][C:6]([C:8](=[NH:16])[NH2:9])=[N:5][CH:4]=1. (6) Given the reactants [O:1]1[C:5]2[CH:6]=[CH:7][C:8]([S:10][C:11]3[N:12]([CH2:21][CH2:22][CH2:23][CH3:24])[C:13]4[N:14]=[CH:15][NH:16][C:17](=[O:20])[C:18]=4[N:19]=3)=[CH:9][C:4]=2[O:3][CH2:2]1.C([O-])([O-])=O.[K+].[K+].Cl[C:32]1[CH:37]=[CH:36][C:35]([N+:38]([O-:40])=[O:39])=[CH:34][C:33]=1[N+:41]([O-:43])=[O:42], predict the reaction product. The product is: [O:1]1[C:5]2[CH:6]=[CH:7][C:8]([S:10][C:11]3[N:12]([CH2:21][CH2:22][CH2:23][CH3:24])[C:13]4[N:14]=[CH:15][N:16]([C:36]5[CH:37]=[CH:32][C:33]([N+:41]([O-:43])=[O:42])=[CH:34][C:35]=5[N+:38]([O-:40])=[O:39])[C:17](=[O:20])[C:18]=4[N:19]=3)=[CH:9][C:4]=2[O:3][CH2:2]1. (7) Given the reactants C[O:2][C:3]([C:5]1[CH:14]=[C:13]2[C:8]([C@@H:9]([NH:15][C:16]([O:18][C:19]([CH3:22])([CH3:21])[CH3:20])=[O:17])[CH2:10][CH2:11][S:12]2)=[CH:7][C:6]=1[O:23][CH3:24])=[O:4].C(=O)([O-])[O-].[K+].[K+], predict the reaction product. The product is: [C:19]([O:18][C:16]([NH:15][C@@H:9]1[C:8]2[C:13](=[CH:14][C:5]([C:3]([OH:4])=[O:2])=[C:6]([O:23][CH3:24])[CH:7]=2)[S:12][CH2:11][CH2:10]1)=[O:17])([CH3:22])([CH3:20])[CH3:21]. (8) Given the reactants [C:1]([C:4]1[S:8][C:7]([C:9]2[C:14]3[CH2:15][CH:16]([CH2:18][NH:19]C(=O)OC(C)(C)C)[O:17][C:13]=3[C:12]([Cl:27])=[CH:11][CH:10]=2)=[CH:6][CH:5]=1)(=[O:3])[CH3:2].Cl, predict the reaction product. The product is: [ClH:27].[NH2:19][CH2:18][CH:16]1[CH2:15][C:14]2[C:9]([C:7]3[S:8][C:4]([C:1](=[O:3])[CH3:2])=[CH:5][CH:6]=3)=[CH:10][CH:11]=[C:12]([Cl:27])[C:13]=2[O:17]1. (9) Given the reactants [Cl:1][C:2]1[C:3]([C:24]#[N:25])=[C:4]([CH:18]=[CH:19][C:20]=1[N+:21]([O-])=O)[O:5][C:6]1[CH:11]=[CH:10][N:9]=[C:8]([NH:12][C:13](=[O:17])[CH2:14][O:15][CH3:16])[CH:7]=1.[H][H], predict the reaction product. The product is: [NH2:21][C:20]1[CH:19]=[CH:18][C:4]([O:5][C:6]2[CH:11]=[CH:10][N:9]=[C:8]([NH:12][C:13](=[O:17])[CH2:14][O:15][CH3:16])[CH:7]=2)=[C:3]([C:24]#[N:25])[C:2]=1[Cl:1].